Task: Regression. Given a peptide amino acid sequence and an MHC pseudo amino acid sequence, predict their binding affinity value. This is MHC class I binding data.. Dataset: Peptide-MHC class I binding affinity with 185,985 pairs from IEDB/IMGT (1) The peptide sequence is ERNEQGQTL. The MHC is HLA-A02:01 with pseudo-sequence HLA-A02:01. The binding affinity (normalized) is 0.0847. (2) The binding affinity (normalized) is 0.00777. The peptide sequence is RVNKGTGVK. The MHC is HLA-A68:02 with pseudo-sequence HLA-A68:02. (3) The peptide sequence is WFPLLCASV. The MHC is Mamu-A01 with pseudo-sequence Mamu-A01. The binding affinity (normalized) is 0.